This data is from CYP2C9 inhibition data for predicting drug metabolism from PubChem BioAssay. The task is: Regression/Classification. Given a drug SMILES string, predict its absorption, distribution, metabolism, or excretion properties. Task type varies by dataset: regression for continuous measurements (e.g., permeability, clearance, half-life) or binary classification for categorical outcomes (e.g., BBB penetration, CYP inhibition). Dataset: cyp2c9_veith. (1) The compound is COc1ccccc1CNc1ccnc(-c2ccc(N(C)C)cc2)n1. The result is 0 (non-inhibitor). (2) The result is 1 (inhibitor). The compound is CCCCOc1ccc(C(=O)N/C(=C\c2ccc(OC)cc2)C(=O)OCc2ccco2)cc1. (3) The result is 0 (non-inhibitor). The compound is O=c1c(-c2ccc(F)cc2)nc2cnc(Oc3ccccc3)nc2n1C1CC1.